Dataset: Full USPTO retrosynthesis dataset with 1.9M reactions from patents (1976-2016). Task: Predict the reactants needed to synthesize the given product. The reactants are: [CH3:1][O:2][C:3]1[CH:8]=[CH:7][C:6]([S:9]([N:12]2[C:21]3[CH:22]=[CH:23][S:24][C:20]=3[C:19]3[CH:18]=[CH:17][CH:16]=[CH:15][C:14]=3[C@H:13]2[CH3:25])(=[O:11])=[O:10])=[CH:5][CH:4]=1.C(O)(=O)C.C(Cl)(Cl)Cl.[Br:34]N1C(=O)CCC1=O. Given the product [Br:34][C:23]1[S:24][C:20]2[C:19]3[CH:18]=[CH:17][CH:16]=[CH:15][C:14]=3[C@@H:13]([CH3:25])[N:12]([S:9]([C:6]3[CH:5]=[CH:4][C:3]([O:2][CH3:1])=[CH:8][CH:7]=3)(=[O:11])=[O:10])[C:21]=2[CH:22]=1, predict the reactants needed to synthesize it.